From a dataset of Full USPTO retrosynthesis dataset with 1.9M reactions from patents (1976-2016). Predict the reactants needed to synthesize the given product. (1) Given the product [Cl:1][C:2]1[CH:3]=[CH:4][C:5](=[O:8])[N:6]([CH2:16][CH2:17][O:18][C:19]2[C:28]3[C:23](=[CH:24][C:25]([O:29][CH3:30])=[CH:26][CH:27]=3)[N:22]=[CH:21][CH:20]=2)[N:7]=1, predict the reactants needed to synthesize it. The reactants are: [Cl:1][C:2]1[CH:3]=[CH:4][C:5](=[O:8])[NH:6][N:7]=1.C([O-])([O-])=O.[K+].[K+].Br[CH2:16][CH2:17][O:18][C:19]1[C:28]2[C:23](=[CH:24][C:25]([O:29][CH3:30])=[CH:26][CH:27]=2)[N:22]=[CH:21][CH:20]=1.O. (2) Given the product [F:1][C:2]1[CH:7]=[CH:6][C:5]([N:8]2[C:16]3[C:11](=[CH:12][C:13]([CH2:17][NH:19][CH3:20])=[CH:14][CH:15]=3)[C:10]([CH:21]3[CH2:22][CH2:23][N:24]([CH2:27][CH2:28][N:29]4[CH2:33][CH2:32][NH:31][C:30]4=[O:34])[CH2:25][CH2:26]3)=[CH:9]2)=[CH:4][CH:3]=1, predict the reactants needed to synthesize it. The reactants are: [F:1][C:2]1[CH:7]=[CH:6][C:5]([N:8]2[C:16]3[C:11](=[CH:12][C:13]([C:17]([NH:19][CH3:20])=O)=[CH:14][CH:15]=3)[C:10]([CH:21]3[CH2:26][CH2:25][N:24]([CH2:27][CH2:28][N:29]4[CH2:33][CH2:32][NH:31][C:30]4=[O:34])[CH2:23][CH2:22]3)=[CH:9]2)=[CH:4][CH:3]=1.O.[OH-].[Na+]. (3) Given the product [OH:14][C:15]1[CH:20]=[CH:19][C:18]([S:21]([NH:8][CH2:7][CH2:6][N:1]2[CH:5]=[CH:4][N:3]=[N:2]2)(=[O:23])=[O:22])=[CH:17][CH:16]=1, predict the reactants needed to synthesize it. The reactants are: [N:1]1([CH2:6][CH2:7][NH2:8])[CH:5]=[CH:4][N:3]=[N:2]1.C(=O)([O-])O.[Na+].[OH:14][C:15]1[CH:20]=[CH:19][C:18]([S:21](Cl)(=[O:23])=[O:22])=[CH:17][CH:16]=1. (4) Given the product [CH:38]1[C:39]2[C:43]3[CH:44]=[CH:45][CH:46]=[CH:47][C:42]=3[O:41][C:40]=2[CH:48]=[C:36]([C:20]2[CH:21]=[C:22]3[C:17](=[CH:18][CH:19]=2)[N:16]=[CH:15][C:14]([N+:32]([O-:34])=[O:33])=[C:13]3[CH2:12][C:9]2[CH:10]=[CH:11][C:6]([C:2]([CH3:1])([CH3:5])[C:3]#[N:4])=[CH:7][CH:8]=2)[CH:37]=1, predict the reactants needed to synthesize it. The reactants are: [CH3:1][C:2]([C:6]1[CH:11]=[CH:10][C:9]([CH2:12][C:13]2[C:22]3[C:17](=[CH:18][CH:19]=[C:20](B4OC(C)(C)C(C)(C)O4)[CH:21]=3)[N:16]=[CH:15][C:14]=2[N+:32]([O-:34])=[O:33])=[CH:8][CH:7]=1)([CH3:5])[C:3]#[N:4].Br[C:36]1[CH:37]=[CH:38][C:39]2[C:43]3[CH:44]=[CH:45][CH:46]=[CH:47][C:42]=3[O:41][C:40]=2[CH:48]=1.C([O-])([O-])=O.[Na+].[Na+].C1(C)C=CC=CC=1. (5) The reactants are: [CH3:1][O:2][C:3](=[O:7])[C:4]#[C:5][Br:6].[N:8]1([C:13]([O:15][C:16]([CH3:19])([CH3:18])[CH3:17])=[O:14])[CH:12]=[CH:11][CH:10]=[CH:9]1. Given the product [CH3:1][O:2][C:3]([C:4]1[CH:12]2[N:8]([C:13]([O:15][C:16]([CH3:19])([CH3:18])[CH3:17])=[O:14])[CH:9]([C:5]=1[Br:6])[CH:10]=[CH:11]2)=[O:7], predict the reactants needed to synthesize it. (6) Given the product [Br:1][C:2]1[CH:3]=[C:4]([N+:9]([O-:11])=[O:10])[CH:5]=[CH:6][C:7]=1[O:19][C:15]1[CH:14]=[C:13]([Cl:12])[CH:18]=[N:17][CH:16]=1, predict the reactants needed to synthesize it. The reactants are: [Br:1][C:2]1[CH:3]=[C:4]([N+:9]([O-:11])=[O:10])[CH:5]=[CH:6][C:7]=1F.[Cl:12][C:13]1[CH:14]=[C:15]([OH:19])[CH:16]=[N:17][CH:18]=1.